Dataset: Forward reaction prediction with 1.9M reactions from USPTO patents (1976-2016). Task: Predict the product of the given reaction. (1) Given the reactants [CH3:1][O:2][C:3]1[CH:12]=[C:11]([NH:13][C:14]([C:16]2[O:17][C:18]([CH:24]([CH3:26])[CH3:25])=[C:19]([CH:21]([CH3:23])[CH3:22])[CH:20]=2)=[O:15])[CH:10]=[CH:9][C:4]=1[C:5]([O:7]C)=[O:6], predict the reaction product. The product is: [CH3:1][O:2][C:3]1[CH:12]=[C:11]([NH:13][C:14]([C:16]2[O:17][C:18]([CH:24]([CH3:26])[CH3:25])=[C:19]([CH:21]([CH3:22])[CH3:23])[CH:20]=2)=[O:15])[CH:10]=[CH:9][C:4]=1[C:5]([OH:7])=[O:6]. (2) The product is: [O:19]1[C:20]2[C:12]([C:2]([CH3:1])([CH3:11])[CH2:3][C:4]([OH:5])([C:7]([F:9])([F:10])[F:8])[CH2:6][N:24]3[CH:25]=[C:26]([CH3:31])[C:27](=[O:30])[C:28]([CH3:29])=[C:23]3[CH2:22][OH:21])=[CH:13][CH:14]=[CH:15][C:16]=2[CH2:17][CH2:18]1. Given the reactants [CH3:1][C:2]([C:12]1[C:20]2[O:19][CH2:18][CH2:17][C:16]=2[CH:15]=[CH:14][CH:13]=1)([CH3:11])[CH2:3][C:4]1([C:7]([F:10])([F:9])[F:8])[CH2:6][O:5]1.[OH:21][CH2:22][C:23]1[C:28]([CH3:29])=[C:27]([OH:30])[C:26]([CH3:31])=[CH:25][N:24]=1.[O-]CC.[Na+], predict the reaction product. (3) Given the reactants [C:1]([C:5]1[CH:10]=[CH:9][C:8]([N:11]=[C:12]=[O:13])=[CH:7][CH:6]=1)([CH3:4])([CH3:3])[CH3:2].[CH3:14][CH:15]1[CH2:30][NH:29][CH2:28][CH2:27][C:16]21[O:20][N:19]=[C:18]([C:21]1[CH:26]=[CH:25][CH:24]=[CH:23][CH:22]=1)[CH2:17]2.Cl, predict the reaction product. The product is: [C:1]([C:5]1[CH:10]=[CH:9][C:8]([NH:11][C:12]([N:29]2[CH2:28][CH2:27][C:16]3([O:20][N:19]=[C:18]([C:21]4[CH:22]=[CH:23][CH:24]=[CH:25][CH:26]=4)[CH2:17]3)[CH:15]([CH3:14])[CH2:30]2)=[O:13])=[CH:7][CH:6]=1)([CH3:4])([CH3:2])[CH3:3]. (4) Given the reactants FC(F)(F)C(O)=O.[C:8]([C:10]1[CH:11]=[C:12]2[C:17](=[CH:18][C:19]=1[O:20][CH2:21][CH:22]1[CH2:27][CH2:26][N:25](C(OC(C)(C)C)=O)[CH2:24][CH2:23]1)[N:16]=[CH:15][CH:14]=[C:13]2[O:35][C:36]1[CH:41]=[CH:40][C:39]([NH:42][C:43]([NH:45][CH:46]2[CH2:48][CH2:47]2)=[O:44])=[C:38]([F:49])[CH:37]=1)#[N:9].[Na].O, predict the reaction product. The product is: [C:8]([C:10]1[CH:11]=[C:12]2[C:17](=[CH:18][C:19]=1[O:20][CH2:21][CH:22]1[CH2:27][CH2:26][NH:25][CH2:24][CH2:23]1)[N:16]=[CH:15][CH:14]=[C:13]2[O:35][C:36]1[CH:41]=[CH:40][C:39]([NH:42][C:43]([NH:45][CH:46]2[CH2:48][CH2:47]2)=[O:44])=[C:38]([F:49])[CH:37]=1)#[N:9]. (5) Given the reactants [C:1]([C:5]1[O:6][C:7]([CH3:16])=[CH:8][C:9](=[C:11]([C:14]#[N:15])[C:12]#[N:13])[CH:10]=1)([CH3:4])([CH3:3])[CH3:2].[CH3:17][N:18]([CH3:30])[C:19]1[S:20][C:21]([CH:28]=O)=[C:22]2[O:27][CH2:26][CH2:25][O:24][C:23]=12.N1CCCCC1, predict the reaction product. The product is: [C:1]([C:5]1[O:6][C:7]([CH:16]=[CH:28][C:21]2[S:20][C:19]([N:18]([CH3:17])[CH3:30])=[C:23]3[C:22]=2[O:27][CH2:26][CH2:25][O:24]3)=[CH:8][C:9](=[C:11]([C:14]#[N:15])[C:12]#[N:13])[CH:10]=1)([CH3:4])([CH3:2])[CH3:3]. (6) Given the reactants [Cl:1][C:2]1[CH:7]=[CH:6][CH:5]=[C:4]([O:8][CH3:9])[C:3]=1[C:10]1[NH:11][C:12]2[C:17]([CH:18]=1)=[CH:16][CH:15]=[C:14]([NH2:19])[CH:13]=2.[F:20][C:21]([F:32])([F:31])[C:22](O[C:22](=[O:23])[C:21]([F:32])([F:31])[F:20])=[O:23].C(N(CC)CC)C.O, predict the reaction product. The product is: [Cl:1][C:2]1[CH:7]=[CH:6][CH:5]=[C:4]([O:8][CH3:9])[C:3]=1[C:10]1[NH:11][C:12]2[C:17]([CH:18]=1)=[CH:16][CH:15]=[C:14]([NH:19][C:22](=[O:23])[C:21]([F:32])([F:31])[F:20])[CH:13]=2. (7) Given the reactants [F:1][C:2]1([F:26])[CH2:7][CH2:6][C:5]([CH2:9][NH:10][C:11]([C:13]2[C:14]3[CH:15]=[CH:16][C:17](Cl)=[N:18][C:19]=3[CH:20]=[CH:21][C:22]=2[Cl:23])=[O:12])([OH:8])[CH2:4][CH:3]1[CH3:25].CCN(C(C)C)C(C)C.[CH3:36][N:37]([CH3:43])[CH:38]1[CH2:42][CH2:41][NH:40][CH2:39]1, predict the reaction product. The product is: [F:1][C:2]1([F:26])[CH2:7][CH2:6][C:5]([CH2:9][NH:10][C:11]([C:13]2[C:14]3[CH:15]=[CH:16][C:17]([N:40]4[CH2:41][CH2:42][CH:38]([N:37]([CH3:43])[CH3:36])[CH2:39]4)=[N:18][C:19]=3[CH:20]=[CH:21][C:22]=2[Cl:23])=[O:12])([OH:8])[CH2:4][CH:3]1[CH3:25]. (8) Given the reactants [CH3:1][NH:2][C:3](=[O:14])[CH2:4][CH2:5][CH:6]([N+:11]([O-])=O)[CH:7]([OH:10])[CH2:8][F:9], predict the reaction product. The product is: [CH3:1][NH:2][C:3](=[O:14])[CH2:4][CH2:5][CH:6]([NH2:11])[CH:7]([OH:10])[CH2:8][F:9]. (9) Given the reactants [NH2:1][C@H:2]([C:8]([OH:10])=[O:9])[CH2:3][CH2:4][CH2:5][CH2:6][NH2:7].[C:11](O[C:11](=[O:15])[CH2:12][CH2:13][CH3:14])(=[O:15])[CH2:12][CH2:13][CH3:14].O.O.O.O.O.O.O.O.O.O.C(=O)([O-])[O-].[Na+].[Na+].[Cl-].[Na+].Cl.[CH2:41]1[CH2:45][O:44][CH2:43][CH2:42]1, predict the reaction product. The product is: [C:11]([NH:1][C@H:2]([C:8]([OH:10])=[O:9])[CH2:3][CH2:4][CH2:5][CH2:6][NH:7][C:43](=[O:44])[CH2:42][CH2:41][CH3:45])(=[O:15])[CH2:12][CH2:13][CH3:14]. (10) Given the reactants C[N+]1([O-])CCOCC1.[Cl:9][C:10]1[CH:15]=[CH:14][C:13]([CH2:16][CH2:17][NH:18][C:19](=[O:25])[CH2:20][C:21]([F:24])([F:23])[F:22])=[CH:12][C:11]=1[CH2:26][OH:27], predict the reaction product. The product is: [Cl:9][C:10]1[CH:15]=[CH:14][C:13]([CH2:16][CH2:17][NH:18][C:19](=[O:25])[CH2:20][C:21]([F:24])([F:23])[F:22])=[CH:12][C:11]=1[CH:26]=[O:27].